From a dataset of Catalyst prediction with 721,799 reactions and 888 catalyst types from USPTO. Predict which catalyst facilitates the given reaction. (1) Reactant: [CH2:1]([O:3][CH2:4][C:5]1[N:6]=[C:7]([CH3:27])[NH:8][C:9](=[O:26])[C:10]=1[CH2:11][C:12]1[CH:17]=[CH:16][C:15]([C:18]2[C:19]([C:24]#[N:25])=[CH:20][CH:21]=[CH:22][CH:23]=2)=[CH:14][CH:13]=1)[CH3:2].[O:28]1[C:32]2[CH:33]=[CH:34][C:35](B(O)O)=[CH:36][C:31]=2[CH2:30][CH2:29]1.[N:40]1C=CC=CC=1.C(N(CC)CC)C.[C:53]([O:56]CC)(=[O:55])C. Product: [O:28]1[C:32]2[CH:33]=[CH:34][C:35]([N:8]3[C:9](=[O:26])[C:10]([CH2:11][C:12]4[CH:17]=[CH:16][C:15]([C:18]5[CH:23]=[CH:22][CH:21]=[CH:20][C:19]=5[C:24]5[NH:40][C:53](=[O:55])[O:56][N:25]=5)=[CH:14][CH:13]=4)=[C:5]([CH2:4][O:3][CH2:1][CH3:2])[N:6]=[C:7]3[CH3:27])=[CH:36][C:31]=2[CH2:30][CH2:29]1. The catalyst class is: 732. (2) Reactant: [OH:1][C:2]1[C:11]2[C:6](=[CH:7][CH:8]=[C:9]([O:12]C)[CH:10]=2)[O:5][C:4](=[O:14])[CH:3]=1.B(Br)(Br)Br. Product: [OH:1][C:2]1[C:11]2[C:6](=[CH:7][CH:8]=[C:9]([OH:12])[CH:10]=2)[O:5][C:4](=[O:14])[CH:3]=1. The catalyst class is: 2.